Task: Predict the reaction yield, written as a fraction of the theoretical maximum amount of product (1.0 means a 100% yield; for example, 0.34 means a 34% yield).. Dataset: Reaction yield outcomes from USPTO patents with 853,638 reactions (1) The catalyst is C(Cl)Cl.CO. The product is [Cl:1][C:2]1[CH:9]=[C:8]([O:10][CH:11]2[CH2:16][CH2:15][CH2:14][CH2:13][O:12]2)[CH:7]=[CH:6][C:3]=1[CH2:4][NH:31][C:28]1[CH:29]=[CH:30][C:25]([O:24][CH2:23][CH2:22][N:17]2[CH2:21][CH2:20][CH2:19][CH2:18]2)=[CH:26][CH:27]=1. The reactants are [Cl:1][C:2]1[CH:9]=[C:8]([O:10][CH:11]2[CH2:16][CH2:15][CH2:14][CH2:13][O:12]2)[CH:7]=[CH:6][C:3]=1[CH:4]=O.[N:17]1([CH2:22][CH2:23][O:24][C:25]2[CH:30]=[CH:29][C:28]([NH2:31])=[CH:27][CH:26]=2)[CH2:21][CH2:20][CH2:19][CH2:18]1.S([O-])([O-])(=O)=O.[Mg+2].[BH4-].[Na+]. The yield is 0.710. (2) The reactants are [Cl:1][C:2]1[CH:7]=[C:6]([N:8]=[C:9]=[S:10])[CH:5]=[C:4]([C:11]([F:14])([F:13])[F:12])[C:3]=1[C:15]1[CH:20]=[CH:19][C:18]([S:21]([N:24]2[CH2:29][CH2:28][N:27]([CH3:30])[CH2:26][CH2:25]2)(=[O:23])=[O:22])=[CH:17][CH:16]=1.[N:31]#[C:32][NH2:33].[Na].[CH3:35]I. The catalyst is CO. The product is [Cl:1][C:2]1[CH:7]=[C:6]([NH:8][CH:9]([S:10][CH3:35])[NH:31][C:32]#[N:33])[CH:5]=[C:4]([C:11]([F:14])([F:13])[F:12])[C:3]=1[C:15]1[CH:16]=[CH:17][C:18]([S:21]([N:24]2[CH2:25][CH2:26][N:27]([CH3:30])[CH2:28][CH2:29]2)(=[O:22])=[O:23])=[CH:19][CH:20]=1. The yield is 0.370. (3) The reactants are [Cl:1][C:2]1[C:7]([CH:8]=[O:9])=[CH:6][CH:5]=[C:4]([NH:10][CH2:11][C:12]2[CH:13]=[N:14][C:15]([C:18]([F:21])([F:20])[F:19])=[CH:16][CH:17]=2)[N:3]=1.C(N(CC)C(C)C)(C)C.[C:31]([O:35][C:36](O[C:36]([O:35][C:31]([CH3:34])([CH3:33])[CH3:32])=[O:37])=[O:37])([CH3:34])([CH3:33])[CH3:32]. The catalyst is O1CCCC1.CN(C)C1C=CN=CC=1. The product is [C:31]([O:35][C:36](=[O:37])[N:10]([C:4]1[CH:5]=[CH:6][C:7]([CH:8]=[O:9])=[C:2]([Cl:1])[N:3]=1)[CH2:11][C:12]1[CH:13]=[N:14][C:15]([C:18]([F:21])([F:19])[F:20])=[CH:16][CH:17]=1)([CH3:34])([CH3:33])[CH3:32]. The yield is 0.836. (4) The reactants are Br[C:2]1[C:10]2[C:9]([NH:11][C@H:12]([C:14]3[N:19]([C:20]4[CH:25]=[CH:24][CH:23]=[CH:22][CH:21]=4)[C:18](=[O:26])[C:17]4=[C:27]([CH3:30])[CH:28]=[CH:29][N:16]4[N:15]=3)[CH3:13])=[N:8][CH:7]=[N:6][C:5]=2[N:4]([CH2:31][O:32][CH2:33][CH2:34][Si:35]([CH3:38])([CH3:37])[CH3:36])[CH:3]=1.[CH3:39][C:40]1[O:44][C:43]([C:45]2[CH:46]=[C:47]([OH:60])[CH:48]=[C:49](B3OC(C)(C)C(C)(C)O3)[CH:50]=2)=[N:42][N:41]=1.C(=O)([O-])[O-].[Na+].[Na+]. The catalyst is C1C=CC([P]([Pd]([P](C2C=CC=CC=2)(C2C=CC=CC=2)C2C=CC=CC=2)([P](C2C=CC=CC=2)(C2C=CC=CC=2)C2C=CC=CC=2)[P](C2C=CC=CC=2)(C2C=CC=CC=2)C2C=CC=CC=2)(C2C=CC=CC=2)C2C=CC=CC=2)=CC=1. The product is [OH:60][C:47]1[CH:48]=[C:49]([C:2]2[C:10]3[C:9]([NH:11][C@H:12]([C:14]4[N:19]([C:20]5[CH:25]=[CH:24][CH:23]=[CH:22][CH:21]=5)[C:18](=[O:26])[C:17]5=[C:27]([CH3:30])[CH:28]=[CH:29][N:16]5[N:15]=4)[CH3:13])=[N:8][CH:7]=[N:6][C:5]=3[N:4]([CH2:31][O:32][CH2:33][CH2:34][Si:35]([CH3:38])([CH3:37])[CH3:36])[CH:3]=2)[CH:50]=[C:45]([C:43]2[O:44][C:40]([CH3:39])=[N:41][N:42]=2)[CH:46]=1. The yield is 0.160. (5) The yield is 0.690. The catalyst is C1COCC1.C(Cl)Cl. The reactants are [CH2:1]([S:3](Cl)(=[O:5])=[O:4])[CH3:2].[NH:7]1[CH:11]=[CH:10][CH:9]=[C:8]1[C:12]#[N:13].[Cl-].[Na+]. The product is [CH2:1]([S:3]([N:7]1[CH:11]=[CH:10][CH:9]=[C:8]1[C:12]#[N:13])(=[O:5])=[O:4])[CH3:2]. (6) The reactants are [F:1][C:2]1[CH:7]=[CH:6][C:5]([C:8]2[C:12]([CH2:13][O:14][C:15]3[CH:23]=[CH:22][C:18]([C:19]([OH:21])=O)=[CH:17][N:16]=3)=[C:11]([CH3:24])[O:10][N:9]=2)=[CH:4][CH:3]=1.[NH:25]1[CH2:30][CH2:29][S:28](=[O:32])(=[O:31])[CH2:27][CH2:26]1. No catalyst specified. The product is [O:31]=[S:28]1(=[O:32])[CH2:29][CH2:30][N:25]([C:19]([C:18]2[CH:17]=[N:16][C:15]([O:14][CH2:13][C:12]3[C:8]([C:5]4[CH:4]=[CH:3][C:2]([F:1])=[CH:7][CH:6]=4)=[N:9][O:10][C:11]=3[CH3:24])=[CH:23][CH:22]=2)=[O:21])[CH2:26][CH2:27]1. The yield is 0.550. (7) The reactants are [OH:1][N:2]1[C:7](=[O:8])[C:6]([CH2:9][C:10]2[CH:15]=[CH:14][C:13]([C:16]3[C:17]([C:22]#[N:23])=[CH:18][CH:19]=[CH:20][CH:21]=3)=[CH:12][CH:11]=2)=[C:5]([CH2:24][CH2:25][CH3:26])[N:4]=[C:3]1[CH3:27].[C:28]1(P(C2C=CC=CC=2)C2C=CC=CC=2)[CH:33]=CC=C[CH:29]=1.N(C(OC(C)C)=O)=NC(OC(C)C)=O.[C:61]([O:64][CH2:65][CH3:66])(=O)[CH3:62]. The catalyst is O1CCCC1.O. The product is [CH3:62][C@@H:61]1[CH2:33][CH:28]([O:1][N:2]2[C:7](=[O:8])[C:6]([CH2:9][C:10]3[CH:11]=[CH:12][C:13]([C:16]4[C:17]([C:22]#[N:23])=[CH:18][CH:19]=[CH:20][CH:21]=4)=[CH:14][CH:15]=3)=[C:5]([CH2:24][CH2:25][CH3:26])[N:4]=[C:3]2[CH3:27])[CH2:29][C@H:65]([CH3:66])[O:64]1. The yield is 0.950.